From a dataset of Catalyst prediction with 721,799 reactions and 888 catalyst types from USPTO. Predict which catalyst facilitates the given reaction. (1) Reactant: [O:1]=[C:2]1[CH2:7][CH2:6][CH2:5][N:4]2[N:8]=[C:9](C(O)=O)[CH:10]=[C:3]12.C([N:16]([CH2:19]C)CC)C.C1(P(N=[N+]=[N-])(C2C=CC=CC=2)=[O:28])C=CC=CC=1.[C:38]([OH:42])([CH3:41])([CH3:40])[CH3:39]. Product: [C:38]([O:42][C:19](=[O:28])[NH:16][C:9]1[CH:10]=[C:3]2[C:2](=[O:1])[CH2:7][CH2:6][CH2:5][N:4]2[N:8]=1)([CH3:41])([CH3:40])[CH3:39]. The catalyst class is: 11. (2) Reactant: [H-].[Na+].[CH:3]1[C:8]2[C:9]3[NH:10][C:11]4[C:16]([C:17]=3[CH2:18][CH2:19][O:20][C:7]=2[CH:6]=[CH:5][CH:4]=1)=[CH:15][CH:14]=[CH:13][CH:12]=4.Br[CH2:22][CH2:23][CH2:24][CH2:25][CH2:26][Cl:27].O. Product: [Cl:27][CH2:26][CH2:25][CH2:24][CH2:23][CH2:22][C:3]1[C:8]2[C:9]3[NH:10][C:11]4[C:16]([C:17]=3[CH2:18][CH2:19][O:20][C:7]=2[CH:6]=[CH:5][CH:4]=1)=[CH:15][CH:14]=[CH:13][CH:12]=4. The catalyst class is: 3. (3) The catalyst class is: 2. Product: [CH3:23][O:22][C:17]1[CH:16]=[C:15]([O:24][CH3:25])[CH:14]=[C:13]2[C:18]=1[C:19](=[O:21])[NH:20][C:11]([C:8]1[CH:9]=[CH:10][C:5]([O:4][CH2:3][CH2:2][NH:1][C:34](=[O:36])[CH3:35])=[C:6]([CH3:26])[CH:7]=1)=[N:12]2. Reactant: [NH2:1][CH2:2][CH2:3][O:4][C:5]1[CH:10]=[CH:9][C:8]([C:11]2[NH:20][C:19](=[O:21])[C:18]3[C:13](=[CH:14][C:15]([O:24][CH3:25])=[CH:16][C:17]=3[O:22][CH3:23])[N:12]=2)=[CH:7][C:6]=1[CH3:26].CCN(CC)CC.[C:34](Cl)(=[O:36])[CH3:35]. (4) Reactant: [C:1]([NH:4][C:5]1[CH:10]=[CH:9][C:8]([S:11](Cl)(=[O:13])=[O:12])=[CH:7][CH:6]=1)(=[O:3])[CH3:2].[NH:15]1[CH2:20][CH2:19][CH2:18][CH2:17][CH:16]1[C:21]1[CH:22]=[N:23][CH:24]=[CH:25][CH:26]=1. Product: [N:23]1[CH:24]=[CH:25][CH:26]=[C:21]([CH:16]2[CH2:17][CH2:18][CH2:19][CH2:20][N:15]2[S:11]([C:8]2[CH:9]=[CH:10][C:5]([NH:4][C:1](=[O:3])[CH3:2])=[CH:6][CH:7]=2)(=[O:13])=[O:12])[CH:22]=1. The catalyst class is: 17. (5) Reactant: [NH2:1][C:2]([C:4]1[CH:5]=[C:6]([CH:10]=[C:11]([C:13]([N:15]([CH2:19][CH2:20][CH3:21])[CH2:16][CH2:17][CH3:18])=[O:14])[CH:12]=1)[C:7](O)=O)=[O:3].FC(F)(F)C(O)=O.N[C@@H:30]([CH2:44][C:45]1[CH:50]=[C:49](F)[CH:48]=[C:47](F)[CH:46]=1)[C@H:31]([OH:43])[CH2:32][NH:33][CH2:34][C:35]1[CH:40]=[CH:39][CH:38]=[C:37]([O:41][CH3:42])[CH:36]=1.[CH3:53][N:54](C(ON1N=NC2C=CC=NC1=2)=[N+](C)C)C.F[P-](F)(F)(F)(F)F. Product: [CH2:44]([C@H:30]([NH:1][C:2](=[O:3])[C:4]1[CH:5]=[C:6]([CH2:7][C:53]#[N:54])[CH:10]=[C:11]([C:13]([N:15]([CH2:19][CH2:20][CH3:21])[CH2:16][CH2:17][CH3:18])=[O:14])[CH:12]=1)[C@H:31]([OH:43])[CH2:32][NH:33][CH2:34][C:35]1[CH:40]=[CH:39][CH:38]=[C:37]([O:41][CH3:42])[CH:36]=1)[C:45]1[CH:50]=[CH:49][CH:48]=[CH:47][CH:46]=1. The catalyst class is: 4. (6) Reactant: [NH2:1][C:2]1[CH:11]=[CH:10][C:5]([C:6]([O:8][CH3:9])=[O:7])=[CH:4][C:3]=1[CH3:12].[Cl:13][CH2:14][CH2:15][CH2:16][S:17](Cl)(=[O:19])=[O:18].O.C(OCC)(=O)C. Product: [Cl:13][CH2:14][CH2:15][CH2:16][S:17]([NH:1][C:2]1[CH:11]=[CH:10][C:5]([C:6]([O:8][CH3:9])=[O:7])=[CH:4][C:3]=1[CH3:12])(=[O:19])=[O:18]. The catalyst class is: 17. (7) Product: [CH3:34][O:33][C:30]1[N:29]=[CH:28][C:27]([NH:26][C:18]2[N:17]=[C:16]([C:2]#[C:1][C:3]3[CH:8]=[CH:7][CH:6]=[CH:5][C:4]=3[C:9]3([C:12]([NH2:14])=[O:13])[CH2:11][CH2:10]3)[C:21]([C:22]([F:25])([F:23])[F:24])=[CH:20][N:19]=2)=[CH:32][CH:31]=1. The catalyst class is: 654. Reactant: [C:1]([C:3]1[CH:8]=[CH:7][CH:6]=[CH:5][C:4]=1[C:9]1([C:12]([NH2:14])=[O:13])[CH2:11][CH2:10]1)#[CH:2].Cl[C:16]1[C:21]([C:22]([F:25])([F:24])[F:23])=[CH:20][N:19]=[C:18]([NH:26][C:27]2[CH:28]=[N:29][C:30]([O:33][CH3:34])=[CH:31][CH:32]=2)[N:17]=1. (8) The catalyst class is: 68. Reactant: C1(C)C=CC(S([Cl:10])(=O)=O)=CC=1.[CH3:12][C:13]1(C)[CH:22]=[CH:21][C:20]2[C:15](=[CH:16][CH:17]=[C:18]([CH3:23])[CH:19]=2)[NH+:14]1[O-]. Product: [Cl:10][CH2:12][C:13]1[CH:22]=[CH:21][C:20]2[C:15](=[CH:16][CH:17]=[C:18]([CH3:23])[CH:19]=2)[N:14]=1. (9) Reactant: [CH2:1]([N:6]1[C:14]2[N:13]=[CH:12][NH:11][C:10]=2[C:9]2=[N:15][CH:16]=[N:17][N:8]2[C:7]1=[O:18])[CH2:2][CH2:3][CH2:4][CH3:5].[Br:19]N1C(=O)CCC1=O. Product: [Br:19][C:12]1[NH:11][C:10]2[C:9]3=[N:15][CH:16]=[N:17][N:8]3[C:7](=[O:18])[N:6]([CH2:1][CH2:2][CH2:3][CH2:4][CH3:5])[C:14]=2[N:13]=1. The catalyst class is: 1.